From a dataset of Forward reaction prediction with 1.9M reactions from USPTO patents (1976-2016). Predict the product of the given reaction. (1) Given the reactants [CH3:1][S:2]([N:5]1[CH2:10][CH2:9][NH:8][CH2:7][CH2:6]1)(=[O:4])=[O:3].CN(C(ON1N=NC2C=CC=NC1=2)=[N+](C)C)C.F[P-](F)(F)(F)(F)F.CCN(C(C)C)C(C)C.[C:44]([NH:52][C@@H:53]([CH2:57][CH2:58][CH2:59][C:60]([O:62]C)=[O:61])[C:54](O)=[O:55])(=[O:51])[C:45]1[CH:50]=[CH:49][CH:48]=[CH:47][CH:46]=1.[Li+].[OH-], predict the reaction product. The product is: [C:44]([NH:52][C@H:53]([C:54]([N:8]1[CH2:9][CH2:10][N:5]([S:2]([CH3:1])(=[O:4])=[O:3])[CH2:6][CH2:7]1)=[O:55])[CH2:57][CH2:58][CH2:59][C:60]([OH:62])=[O:61])(=[O:51])[C:45]1[CH:46]=[CH:47][CH:48]=[CH:49][CH:50]=1. (2) Given the reactants [NH2:1][C@@H:2]1[C@H:7]([NH:8][C:9]2[N:14]=[C:13]([NH:15][C:16]3[CH:17]=[C:18]([CH3:22])[CH:19]=[CH:20][CH:21]=3)[C:12]3[C:23](=[O:26])[NH:24][CH2:25][C:11]=3[CH:10]=2)[CH2:6][CH2:5][O:4][CH2:3]1.CCN(CC)CC.[C:34](O[C:34]([O:36][C:37]([CH3:40])([CH3:39])[CH3:38])=[O:35])([O:36][C:37]([CH3:40])([CH3:39])[CH3:38])=[O:35], predict the reaction product. The product is: [O:26]=[C:23]1[C:12]2[C:13]([NH:15][C:16]3[CH:17]=[C:18]([CH3:22])[CH:19]=[CH:20][CH:21]=3)=[N:14][C:9]([NH:8][C@@H:7]3[CH2:6][CH2:5][O:4][CH2:3][C@@H:2]3[NH:1][C:34](=[O:35])[O:36][C:37]([CH3:40])([CH3:39])[CH3:38])=[CH:10][C:11]=2[CH2:25][NH:24]1. (3) Given the reactants [CH2:1]([CH:3]([CH2:27][CH2:28][CH2:29][CH3:30])[CH2:4][O:5][C:6]1[C:15]2[C:10](=[C:11]([O:17][CH2:18][CH:19]([CH2:24][CH3:25])[CH2:20][CH2:21][CH2:22][CH3:23])[C:12](Br)=[CH:13][CH:14]=2)[CH:9]=[CH:8][C:7]=1Br)[CH3:2].C([Li])CCC.CN([CH:39]=[O:40])C.[O:41]1CCC[CH2:42]1, predict the reaction product. The product is: [CH2:1]([CH:3]([CH2:27][CH2:28][CH2:29][CH3:30])[CH2:4][O:5][C:6]1[C:15]2[C:10](=[C:11]([O:17][CH2:18][CH:19]([CH2:24][CH3:25])[CH2:20][CH2:21][CH2:22][CH3:23])[C:12]([CH:42]=[O:41])=[CH:13][CH:14]=2)[CH:9]=[CH:8][C:7]=1[CH:39]=[O:40])[CH3:2]. (4) Given the reactants [F:1][C:2]1[C:7]2[O:8][C@@H:9]([CH2:12][NH:13][CH2:14][CH3:15])[CH2:10][O:11][C:6]=2[CH:5]=[CH:4][CH:3]=1.C([O-])([O-])=O.[K+].[K+].[CH2:22](Br)[C:23]1[CH:28]=[CH:27][CH:26]=[CH:25][CH:24]=1.[Na+].[I-], predict the reaction product. The product is: [CH2:22]([N:13]([CH2:12][C@@H:9]1[O:8][C:7]2[C:2]([F:1])=[CH:3][CH:4]=[CH:5][C:6]=2[O:11][CH2:10]1)[CH2:14][CH3:15])[C:23]1[CH:28]=[CH:27][CH:26]=[CH:25][CH:24]=1. (5) Given the reactants [Cl:1][C:2]1[C:3]([F:29])=[C:4]([CH:26]=[CH:27][CH:28]=1)[NH:5][C:6]1[C:15]2[C:10](=[CH:11][C:12]([O:24][CH3:25])=[C:13]([O:16][CH2:17][CH:18]3[CH2:23][CH2:22][NH:21][CH2:20][CH2:19]3)[CH:14]=2)[N:9]=[CH:8][N:7]=1.[CH:30]([N:33](C(C)C)CC)(C)C.N#CBr, predict the reaction product. The product is: [Cl:1][C:2]1[C:3]([F:29])=[C:4]([CH:26]=[CH:27][CH:28]=1)[NH:5][C:6]1[C:15]2[C:10](=[CH:11][C:12]([O:24][CH3:25])=[C:13]([O:16][CH2:17][CH:18]3[CH2:23][CH2:22][N:21]([C:30]#[N:33])[CH2:20][CH2:19]3)[CH:14]=2)[N:9]=[CH:8][N:7]=1. (6) Given the reactants [N:1]1([CH2:6][C:7]2[CH:8]=[N:9][CH:10]=[CH:11][CH:12]=2)[CH2:5][CH2:4][CH2:3][CH2:2]1, predict the reaction product. The product is: [N:1]1([CH2:6][CH:7]2[CH2:12][CH2:11][CH2:10][NH:9][CH2:8]2)[CH2:5][CH2:4][CH2:3][CH2:2]1.